Dataset: Peptide-MHC class II binding affinity with 134,281 pairs from IEDB. Task: Regression. Given a peptide amino acid sequence and an MHC pseudo amino acid sequence, predict their binding affinity value. This is MHC class II binding data. The peptide sequence is ANGYFSGHVIPACKN. The MHC is HLA-DPA10201-DPB10501 with pseudo-sequence HLA-DPA10201-DPB10501. The binding affinity (normalized) is 0.249.